From a dataset of Forward reaction prediction with 1.9M reactions from USPTO patents (1976-2016). Predict the product of the given reaction. (1) The product is: [Cl:1][C:2]1[CH:7]=[CH:6][C:5]([C@@H:8]2[CH2:14][C@H:9]2[C:10]([OH:12])=[O:11])=[C:4]([F:13])[CH:3]=1. Given the reactants [Cl:1][C:2]1[CH:7]=[CH:6][C:5](/[CH:8]=[CH:9]/[C:10]([OH:12])=[O:11])=[C:4]([F:13])[CH:3]=1.[C:14]1(C)C=CC([C@@H]2C[C@H]2C(O)=O)=CC=1, predict the reaction product. (2) Given the reactants [CH3:1][C:2]([C:7]1[CH:8]=[CH:9][C:10]2[NH:16][C:15]3[N:17]=[C:18]([C:21]([F:24])([F:23])[F:22])[CH:19]=[CH:20][C:14]=3[CH2:13][N:12]([S:25]([C:28]3[CH:33]=[CH:32][C:31]([O:34][C:35]([F:38])([F:37])[F:36])=[CH:30][CH:29]=3)(=[O:27])=[O:26])[C:11]=2[CH:39]=1)([CH3:6])[C:3](O)=[O:4].[CH:40]([NH2:43])([CH3:42])[CH3:41], predict the reaction product. The product is: [CH:40]([NH:43][C:3](=[O:4])[C:2]([CH3:6])([C:7]1[CH:8]=[CH:9][C:10]2[NH:16][C:15]3[N:17]=[C:18]([C:21]([F:23])([F:22])[F:24])[CH:19]=[CH:20][C:14]=3[CH2:13][N:12]([S:25]([C:28]3[CH:29]=[CH:30][C:31]([O:34][C:35]([F:38])([F:36])[F:37])=[CH:32][CH:33]=3)(=[O:26])=[O:27])[C:11]=2[CH:39]=1)[CH3:1])([CH3:42])[CH3:41]. (3) Given the reactants [NH2:1][C:2]1[C:3]([O:10][C:11]2[CH:16]=[CH:15][CH:14]=[CH:13][C:12]=2[C:17]([CH3:20])([CH3:19])[CH3:18])=[N:4][CH:5]=[C:6]([CH:9]=1)[C:7]#[N:8].[Cu][C:22]#[N:23].[O:24]1[CH2:29]COCC1, predict the reaction product. The product is: [C:17]([C:12]1[CH:13]=[CH:14][CH:15]=[CH:16][C:11]=1[O:10][C:3]1[C:2]([NH:1][C:29]([NH:23][C:22]2[CH:14]=[CH:13][C:12]([C:17]([CH3:20])([CH3:19])[CH3:18])=[CH:11][CH:16]=2)=[O:24])=[CH:9][C:6]([C:7]#[N:8])=[CH:5][N:4]=1)([CH3:20])([CH3:19])[CH3:18]. (4) Given the reactants [Li+].[OH-].O.[CH2:4]([C@H:8]1[CH2:12][CH2:11][N:10]([C@@H:13]([CH2:18][CH:19]=[CH2:20])[C:14]([O:16]C)=[O:15])[C:9]1=[O:21])[CH:5]([CH3:7])[CH3:6], predict the reaction product. The product is: [CH2:4]([C@H:8]1[CH2:12][CH2:11][N:10]([C@@H:13]([CH2:18][CH:19]=[CH2:20])[C:14]([OH:16])=[O:15])[C:9]1=[O:21])[CH:5]([CH3:7])[CH3:6]. (5) Given the reactants C(OC([NH:8][C@H:9]1[CH2:14][CH2:13][CH2:12][CH2:11][C@H:10]1[NH:15][C:16]1[N:21]=[C:20]([C:22]2[CH:23]=[N:24][N:25]([CH3:27])[CH:26]=2)[C:19]2[C:28](=[O:38])[N:29](C(OC(C)(C)C)=O)[CH2:30][C:18]=2[C:17]=1[F:39])=O)(C)(C)C.Cl, predict the reaction product. The product is: [NH2:8][C@H:9]1[CH2:14][CH2:13][CH2:12][CH2:11][C@H:10]1[NH:15][C:16]1[N:21]=[C:20]([C:22]2[CH:23]=[N:24][N:25]([CH3:27])[CH:26]=2)[C:19]2[C:28](=[O:38])[NH:29][CH2:30][C:18]=2[C:17]=1[F:39]. (6) Given the reactants C([O:3][C:4]([C:6]1[C:7]([C:17]2[CH:18]=[N:19][CH:20]=[CH:21][CH:22]=2)=[N:8][C:9]2[C:14]([CH:15]=1)=[CH:13][CH:12]=[CH:11][C:10]=2[Cl:16])=O)C.CC(C[AlH]CC(C)C)C, predict the reaction product. The product is: [Cl:16][C:10]1[CH:11]=[CH:12][CH:13]=[C:14]2[C:9]=1[N:8]=[C:7]([C:17]1[CH:18]=[N:19][CH:20]=[CH:21][CH:22]=1)[C:6]([CH2:4][OH:3])=[CH:15]2. (7) The product is: [CH2:1]([O:3][C:4](=[O:41])[CH2:5][CH2:6][CH2:7][O:8][C:9]1[CH:14]=[CH:13][CH:12]=[C:11]([CH2:15][CH2:16][CH2:17][CH2:18][CH2:19][CH2:20][O:21][C:22]2[CH:27]=[C:26]([C:28](=[O:32])[NH:29][CH2:31][C:110]3[CH:113]=[CH:114][CH:115]=[CH:116][C:109]=3[O:108][CH:107]([F:117])[F:106])[CH:25]=[C:24]([Br:33])[CH:23]=2)[C:10]=1[CH2:34][CH2:35][C:36]([O:38][CH2:39][CH3:40])=[O:37])[CH3:2]. Given the reactants [CH2:1]([O:3][C:4](=[O:41])[CH2:5][CH2:6][CH2:7][O:8][C:9]1[CH:14]=[CH:13][CH:12]=[C:11]([CH2:15][CH2:16][CH2:17][CH2:18][CH2:19][CH2:20][O:21][C:22]2[CH:27]=[C:26]([C:28](=[O:32])[N:29]([CH3:31])C)[CH:25]=[C:24]([Br:33])[CH:23]=2)[C:10]=1[CH2:34][CH2:35][C:36]([O:38][CH2:39][CH3:40])=[O:37])[CH3:2].BrC1C=C(C=C(OCCCCCCC2C=CC=C(OCCCC(=O)NOCC)C=2CCC(OCC)=O)C=1)C(O)=O.C1CN([P+](Br)(N2CCCC2)N2CCCC2)CC1.F[P-](F)(F)(F)(F)F.[F:106][CH:107]([F:117])[O:108][C:109]1[CH:116]=[CH:115][CH:114]=[CH:113][C:110]=1CN.CCN(C(C)C)C(C)C, predict the reaction product. (8) Given the reactants [CH2:1]([Li])[CH2:2][CH2:3][CH3:4].[CH2:6]([C:8]1([CH3:15])C=CC=C[CH:9]1I)[CH3:7].C[O:17][B:18](OC)[O:19]C.Cl, predict the reaction product. The product is: [CH2:3]([C:2]1[CH:1]=[CH:7][CH:6]=[C:8]([CH3:15])[C:9]=1[B:18]([OH:19])[OH:17])[CH3:4]. (9) Given the reactants [CH:1]([O:4][C:5]([N:7]1[CH2:12][CH2:11][CH:10]([O:13][CH2:14][C:15]2[N:19]=[C:18]([C:20]3[CH:21]=[N:22][C:23](Cl)=[CH:24][CH:25]=3)[O:17][N:16]=2)[CH2:9][CH2:8]1)=[O:6])([CH3:3])[CH3:2].C(O[C:32](=[O:48])[NH:33][C@@H:34]1[C@@H:39]([C:40]2[CH:45]=[C:44]([F:46])[CH:43]=[CH:42][C:41]=2[F:47])[CH2:38][CH2:37][NH:36][CH2:35]1)(C)(C)C.CCN(C(C)C)C(C)C.[C:58](O)([CH3:61])([CH3:60])[CH3:59], predict the reaction product. The product is: [CH:1]([O:4][C:5]([N:7]1[CH2:12][CH2:11][CH:10]([O:13][CH2:14][C:15]2[N:19]=[C:18]([C:20]3[CH:25]=[CH:24][C:23]([N:36]4[CH2:37][CH2:38][C@H:39]([C:40]5[CH:45]=[C:44]([F:46])[CH:43]=[CH:42][C:41]=5[F:47])[C@@H:34]([NH:33][C:32]([C:58]([CH3:61])([CH3:60])[CH3:59])=[O:48])[CH2:35]4)=[N:22][CH:21]=3)[O:17][N:16]=2)[CH2:9][CH2:8]1)=[O:6])([CH3:3])[CH3:2].